This data is from Full USPTO retrosynthesis dataset with 1.9M reactions from patents (1976-2016). The task is: Predict the reactants needed to synthesize the given product. (1) Given the product [CH3:1][O:2][C:3]1[CH:25]=[CH:24][C:6]([O:45][C:40]2[CH:39]=[C:38]3[C:43]([CH2:44][CH:35]([C:29]4[CH:34]=[CH:33][CH:32]=[CH:31][CH:30]=4)[CH2:36][O:37]3)=[CH:42][CH:41]=2)=[C:5]([N+:26]([O-:28])=[O:27])[CH:4]=1, predict the reactants needed to synthesize it. The reactants are: [CH3:1][O:2][C:3]1[CH:25]=[CH:24][C:6](OC2C=C3C(=CC=2)OC(C2C=CC=CC=2)CC3)=[C:5]([N+:26]([O-:28])=[O:27])[CH:4]=1.[C:29]1([CH:35]2[CH2:44][C:43]3[C:38](=[CH:39][C:40]([OH:45])=[CH:41][CH:42]=3)[O:37][CH2:36]2)[CH:34]=[CH:33][CH:32]=[CH:31][CH:30]=1. (2) Given the product [F:1][C:2]1[CH:7]=[CH:6][CH:5]=[CH:4][C:3]=1[C@@H:8]1[NH:13][C:12](=[O:14])[C@H:11]([CH2:15][CH:16]([CH3:18])[CH3:17])[N:10]([C:31]([C:28]2[CH:27]=[C:26]([C:23]3[CH:24]=[CH:25][C:20]([F:19])=[CH:21][CH:22]=3)[O:30][N:29]=2)=[O:32])[CH2:9]1, predict the reactants needed to synthesize it. The reactants are: [F:1][C:2]1[CH:7]=[CH:6][CH:5]=[CH:4][C:3]=1[C@@H:8]1[NH:13][C:12](=[O:14])[C@H:11]([CH2:15][CH:16]([CH3:18])[CH3:17])[NH:10][CH2:9]1.[F:19][C:20]1[CH:25]=[CH:24][C:23]([C:26]2[O:30][N:29]=[C:28]([C:31](O)=[O:32])[CH:27]=2)=[CH:22][CH:21]=1.C([C@@H]1N(C([C@@H]2C[C@H]2C2C=CC=CC=2)=O)C[C@H](CC(C)C)NC1=O)C(C)C. (3) The reactants are: [Br:1][C:2]1[C:6]2[CH2:7][N:8]([C:11](OC(C)(C)C)=[O:12])[CH2:9][CH2:10][C:5]=2[N:4]([C@H:18]2[CH2:22][CH2:21][O:20][CH2:19]2)[N:3]=1.F[C:24](F)(F)C(O)=O.C(N(CC)CC)C.C(OC(=O)C)(=O)C. Given the product [Br:1][C:2]1[C:6]2[CH2:7][N:8]([C:11](=[O:12])[CH3:24])[CH2:9][CH2:10][C:5]=2[N:4]([C@H:18]2[CH2:22][CH2:21][O:20][CH2:19]2)[N:3]=1, predict the reactants needed to synthesize it.